Regression. Given a peptide amino acid sequence and an MHC pseudo amino acid sequence, predict their binding affinity value. This is MHC class II binding data. From a dataset of Peptide-MHC class II binding affinity with 134,281 pairs from IEDB. (1) The peptide sequence is DIKEKGKDKWIELKE. The MHC is DRB1_0301 with pseudo-sequence DRB1_0301. The binding affinity (normalized) is 0.104. (2) The peptide sequence is GELELQFRRVKCKYP. The MHC is DRB1_0901 with pseudo-sequence DRB1_0901. The binding affinity (normalized) is 0.163. (3) The peptide sequence is KASTGGAYESYKFIPALEAA. The MHC is DRB1_0405 with pseudo-sequence DRB1_0405. The binding affinity (normalized) is 0.403. (4) The peptide sequence is KTHESHLVRSWVTAG. The MHC is HLA-DQA10501-DQB10402 with pseudo-sequence HLA-DQA10501-DQB10402. The binding affinity (normalized) is 0.622. (5) The peptide sequence is ISGDLKTQIDQVEST. The MHC is HLA-DPA10201-DPB10101 with pseudo-sequence HLA-DPA10201-DPB10101. The binding affinity (normalized) is 0.180. (6) The peptide sequence is EERVERIKSEYMTSW. The MHC is DRB1_0801 with pseudo-sequence DRB1_0801. The binding affinity (normalized) is 0.240. (7) The peptide sequence is SGQHKSDADEADLDE. The MHC is DRB1_0101 with pseudo-sequence DRB1_0101. The binding affinity (normalized) is 0.0828.